The task is: Predict which catalyst facilitates the given reaction.. This data is from Catalyst prediction with 721,799 reactions and 888 catalyst types from USPTO. (1) Reactant: [F:1][C:2]1[CH:7]=[CH:6][CH:5]=[CH:4][C:3]=1[N:8]1[C:16]2[C:11](=[C:12]([N:17]3[CH2:21][CH2:20][NH:19][C:18]3=[O:22])[CH:13]=[CH:14][CH:15]=2)[CH:10]=[N:9]1.[C:23](O[C:23]([O:25][C:26]([CH3:29])([CH3:28])[CH3:27])=[O:24])([O:25][C:26]([CH3:29])([CH3:28])[CH3:27])=[O:24]. Product: [F:1][C:2]1[CH:7]=[CH:6][CH:5]=[CH:4][C:3]=1[N:8]1[C:16]2[C:11](=[C:12]([N:17]3[CH2:21][CH2:20][N:19]([C:23]([O:25][C:26]([CH3:29])([CH3:28])[CH3:27])=[O:24])[C:18]3=[O:22])[CH:13]=[CH:14][CH:15]=2)[CH:10]=[N:9]1. The catalyst class is: 599. (2) Reactant: C(O[C:5]1[O:6][CH2:7][C:8](=[O:16])[C:9]=1[C:10]([O:12][CH:13]([CH3:15])[CH3:14])=[O:11])(C)C.C(OC(C)C)(=O)CC(OC(C)C)=O.ClCC(Cl)=O.[NH2:35][CH2:36][CH:37]1[CH2:42][CH2:41][CH2:40][CH2:39][CH2:38]1.[NH:43]1[C:51]2[C:46](=[CH:47][CH:48]=[CH:49][N:50]=2)[C:45]([CH:52]=O)=[CH:44]1.N1CCCCC1. Product: [NH:43]1[C:51]2=[N:50][CH:49]=[CH:48][CH:47]=[C:46]2[C:45]([CH:52]=[C:7]2[O:6][C:5]([NH:35][CH2:36][CH:37]3[CH2:42][CH2:41][CH2:40][CH2:39][CH2:38]3)=[C:9]([C:10]([O:12][CH:13]([CH3:14])[CH3:15])=[O:11])[C:8]2=[O:16])=[CH:44]1. The catalyst class is: 41. (3) Reactant: [NH2:1][C:2]1[S:3][C:4]2[CH:10]=[C:9]([OH:11])[CH:8]=[CH:7][C:5]=2[N:6]=1.[CH:12]1([C:15]([OH:17])=O)[CH2:14][CH2:13]1.C(N(CC)[CH:22]([CH3:24])[CH3:23])(C)C.CN([C:30]([O:34]N1N=NC2C=CC=CC1=2)=[N+](C)C)C.F[P-](F)(F)(F)(F)F. Product: [CH:12]1([C:15]([NH:1][C:2]2[S:3][C:4]3[CH:10]=[C:9]([O:11][C:30]([CH:22]4[CH2:24][CH2:23]4)=[O:34])[CH:8]=[CH:7][C:5]=3[N:6]=2)=[O:17])[CH2:14][CH2:13]1. The catalyst class is: 35. (4) Reactant: [CH2:1](O)[CH2:2][CH2:3][CH2:4][CH3:5].CC([OH:12])CCC.[Cl-].C(N(CC)CC)C.[CH3:21][C:22]1[CH:35]=[C:34]2[C:25]([S:26][C:27]3[CH:28]=[C:29]([C:37](Cl)=[O:38])[CH:30]=[CH:31][C:32]=3[C:33]2=[O:36])=[CH:24][CH:23]=1. Product: [CH3:21][C:22]1[CH:35]=[C:34]2[C:25]([S:26][C:27]3[CH:28]=[C:29]([C:37]([O:38][CH2:1][CH2:2][CH2:3][CH2:4][CH3:5])=[O:12])[CH:30]=[CH:31][C:32]=3[C:33]2=[O:36])=[CH:24][CH:23]=1. The catalyst class is: 232. (5) Reactant: [H-].[Al+3].[Li+].[H-].[H-].[H-].[O:7]1[C:11]2([CH2:15][CH2:14][CH2:13][CH:12]2[C:16](OCC)=[O:17])[O:10][CH2:9][CH2:8]1. Product: [O:7]1[C:11]2([CH2:15][CH2:14][CH2:13][CH:12]2[CH2:16][OH:17])[O:10][CH2:9][CH2:8]1. The catalyst class is: 7. (6) Reactant: [Na].C(O)C.[NH2:5][C:6]1[CH:16]=[CH:15][C:9]([C:10]([O:12][CH2:13][CH3:14])=[O:11])=[CH:8][CH:7]=1.[CH3:17][CH:18]([CH2:22][C:23]([CH3:26])([CH3:25])[CH3:24])CCO. Product: [NH2:5][C:6]1[CH:7]=[CH:8][C:9]([C:10]([O:12][CH2:13][CH2:14][CH:18]([CH3:17])[CH2:22][C:23]([CH3:26])([CH3:25])[CH3:24])=[O:11])=[CH:15][CH:16]=1. The catalyst class is: 244. (7) Reactant: [Cl:1][C:2]1[C:7]([I:8])=[CH:6][C:5]([N+:9]([O-])=O)=[CH:4][N:3]=1. Product: [NH2:9][C:5]1[CH:6]=[C:7]([I:8])[C:2]([Cl:1])=[N:3][CH:4]=1. The catalyst class is: 292. (8) The catalyst class is: 3. Product: [CH3:9][O:8][C:6]1[CH:5]=[C:4]([C:10]2[S:11][CH:12]=[C:13]([C:15]([F:18])([F:17])[F:16])[N:14]=2)[N:3]=[C:2]([C:22]2[S:23][CH:24]=[C:20]([CH3:19])[N:21]=2)[CH:7]=1. Reactant: Cl[C:2]1[CH:7]=[C:6]([O:8][CH3:9])[CH:5]=[C:4]([C:10]2[S:11][CH:12]=[C:13]([C:15]([F:18])([F:17])[F:16])[N:14]=2)[N:3]=1.[CH3:19][C:20]1[N:21]=[C:22]([Sn](CCCC)(CCCC)CCCC)[S:23][CH:24]=1.C([O-])([O-])=O.[K+].[K+]. (9) Product: [Br:1][C:2]1[CH:10]=[CH:9][CH:8]=[C:7]2[C:3]=1[C:4](=[O:12])[C:5](=[O:11])[N:6]2[CH2:18][C:17]1[CH:20]=[CH:21][C:14]([F:13])=[CH:15][CH:16]=1. Reactant: [Br:1][C:2]1[CH:10]=[CH:9][CH:8]=[C:7]2[C:3]=1[C:4](=[O:12])[C:5](=[O:11])[NH:6]2.[F:13][C:14]1[CH:21]=[CH:20][C:17]([CH2:18]Br)=[CH:16][CH:15]=1.[H-].[Na+].O. The catalyst class is: 31.